From a dataset of Forward reaction prediction with 1.9M reactions from USPTO patents (1976-2016). Predict the product of the given reaction. (1) Given the reactants [C:1]([O:5][CH2:6][CH3:7])(=[O:4])[C:2]#[CH:3].[NH2:8]/[C:9](/[CH3:16])=[CH:10]\[C:11]([O:13][CH2:14][CH3:15])=[O:12], predict the reaction product. The product is: [CH2:6]([O:5][C:1](=[O:4])/[CH:2]=[CH:3]/[C:10](=[C:9](/[NH2:8])\[CH3:16])/[C:11]([O:13][CH2:14][CH3:15])=[O:12])[CH3:7]. (2) Given the reactants [O:1]=[C:2]1[C:11]2[CH:10]=[CH:9][CH:8]=[C:7]3[NH:12][CH:13]([C:21]4[CH:28]=[CH:27][C:24]([CH:25]=O)=[CH:23][CH:22]=4)[CH:14]([C:15]4[CH:20]=[CH:19][CH:18]=[CH:17][CH:16]=4)[C:5]([C:6]=23)=[N:4][NH:3]1.[CH2:29]([NH:31][CH2:32][CH3:33])[CH3:30].C(O)(=O)C.C(O[BH-](OC(=O)C)OC(=O)C)(=O)C.[Na+], predict the reaction product. The product is: [CH2:29]([N:31]([CH2:25][C:24]1[CH:27]=[CH:28][C:21]([CH:13]2[NH:12][C:7]3[C:6]4[C:5](=[N:4][NH:3][C:2](=[O:1])[C:11]=4[CH:10]=[CH:9][CH:8]=3)[CH:14]2[C:15]2[CH:20]=[CH:19][CH:18]=[CH:17][CH:16]=2)=[CH:22][CH:23]=1)[CH2:32][CH3:33])[CH3:30]. (3) Given the reactants Br[C:2]1[CH:3]=[C:4]([CH2:8][CH2:9][NH:10][C:11]([CH3:21])([C:13]([O:15][CH:16]2[CH2:20][CH2:19][CH2:18][CH2:17]2)=[O:14])[CH3:12])[CH:5]=[CH:6][CH:7]=1.C(C(NCC1C=CC=C([B:43]2[O:47][C:46]([CH3:49])([CH3:48])[C:45]([CH3:51])([CH3:50])[O:44]2)C=1)(CC)C(OC1CCCC1)=O)C, predict the reaction product. The product is: [CH3:12][C:11]([C:13]([O:15][CH:16]1[CH2:20][CH2:19][CH2:18][CH2:17]1)=[O:14])([CH3:21])[NH:10][CH2:9][CH2:8][C:4]1[CH:5]=[CH:6][CH:7]=[C:2]([B:43]2[O:47][C:46]([CH3:49])([CH3:48])[C:45]([CH3:51])([CH3:50])[O:44]2)[CH:3]=1. (4) The product is: [CH3:1][O:2][C:3]1[CH:8]=[CH:7][C:6]([C:9]2[C:14]([C:15]3[CH:16]=[CH:17][C:18]([O:21][CH3:22])=[CH:19][CH:20]=3)=[N:13][N:12]([CH2:23][CH2:24][N:38]3[CH2:43][CH2:42][O:41][CH2:40][CH2:39]3)[C:11](=[O:26])[CH:10]=2)=[CH:5][CH:4]=1. Given the reactants [CH3:1][O:2][C:3]1[CH:8]=[CH:7][C:6]([C:9]2[C:14]([C:15]3[CH:20]=[CH:19][C:18]([O:21][CH3:22])=[CH:17][CH:16]=3)=[N:13][N:12]([CH2:23][CH2:24]O)[C:11](=[O:26])[CH:10]=2)=[CH:5][CH:4]=1.C1(C)C=CC(S(Cl)(=O)=O)=CC=1.[NH:38]1[CH2:43][CH2:42][O:41][CH2:40][CH2:39]1, predict the reaction product. (5) Given the reactants [CH3:1][O:2][C:3]1[CH:4]=[C:5]([OH:9])[CH:6]=[CH:7][CH:8]=1.C([O-])([O-])=O.[K+].[K+].[CH3:16][O:17][C:18](=[O:25])[CH:19](Cl)[C:20]([O:22][CH3:23])=[O:21], predict the reaction product. The product is: [CH3:16][O:17][C:18](=[O:25])[CH:19]([O:9][C:5]1[CH:6]=[CH:7][CH:8]=[C:3]([O:2][CH3:1])[CH:4]=1)[C:20]([O:22][CH3:23])=[O:21].